Dataset: hERG Central: cardiac toxicity at 1µM, 10µM, and general inhibition. Task: Predict hERG channel inhibition at various concentrations. (1) The compound is Cc1ccc(-c2noc(CN(C(=O)CCN3C(=O)c4ccccc4C3=O)C(C)C)n2)cc1. Results: hERG_inhib (hERG inhibition (general)): blocker. (2) The molecule is O=C(c1ccco1)N1CCN(C(=O)c2cc3c(s2)-c2ccccc2OC3)CC1. Results: hERG_inhib (hERG inhibition (general)): blocker. (3) The compound is Cc1ccc(C(=O)NCC2(N3CCCCC3)CCCCC2)cc1. Results: hERG_inhib (hERG inhibition (general)): blocker.